This data is from Catalyst prediction with 721,799 reactions and 888 catalyst types from USPTO. The task is: Predict which catalyst facilitates the given reaction. Reactant: [NH2:1][C:2]1[CH:7]=[CH:6][CH:5]=[CH:4][C:3]=1[CH:8]1[CH2:13][CH2:12][N:11]([CH:14]2[CH2:18][CH2:17][N:16]([C:19](=[O:32])[CH2:20][NH:21][C:22](=[O:31])[C:23]3[CH:28]=[CH:27][C:26]([Cl:29])=[C:25]([Cl:30])[CH:24]=3)[CH2:15]2)[CH2:10][CH2:9]1.C(N(CC)CC)C.[C:40](OC(=O)C)(=[O:42])[CH3:41]. Product: [C:40]([NH:1][C:2]1[CH:7]=[CH:6][CH:5]=[CH:4][C:3]=1[CH:8]1[CH2:9][CH2:10][N:11]([CH:14]2[CH2:18][CH2:17][N:16]([C:19](=[O:32])[CH2:20][NH:21][C:22](=[O:31])[C:23]3[CH:28]=[CH:27][C:26]([Cl:29])=[C:25]([Cl:30])[CH:24]=3)[CH2:15]2)[CH2:12][CH2:13]1)(=[O:42])[CH3:41]. The catalyst class is: 2.